Task: Predict the product of the given reaction.. Dataset: Forward reaction prediction with 1.9M reactions from USPTO patents (1976-2016) (1) Given the reactants C(O)(=O)C.[C:5]([C:8]1[CH:32]=[CH:31][C:11]([O:12][CH:13]([C:18]2[CH:23]=[CH:22][C:21]([O:24][CH:25]([CH3:27])[CH3:26])=[C:20]([O:28][CH2:29][CH3:30])[CH:19]=2)[C:14]([O:16][CH3:17])=[O:15])=[CH:10][CH:9]=1)(=[NH:7])[NH2:6].C([O-])(O)=O.[Na+].Cl[C:39]([O:41][CH2:42][C:43]1[CH:48]=[CH:47][CH:46]=[CH:45][CH:44]=1)=[O:40], predict the reaction product. The product is: [CH2:42]([O:41][C:39]([NH:7][C:5]([C:8]1[CH:9]=[CH:10][C:11]([O:12][CH:13]([C:18]2[CH:23]=[CH:22][C:21]([O:24][CH:25]([CH3:26])[CH3:27])=[C:20]([O:28][CH2:29][CH3:30])[CH:19]=2)[C:14]([O:16][CH3:17])=[O:15])=[CH:31][CH:32]=1)=[NH:6])=[O:40])[C:43]1[CH:48]=[CH:47][CH:46]=[CH:45][CH:44]=1. (2) Given the reactants Br[C:2]1[CH:3]=[C:4]2[C:9](=[C:10]([CH3:12])[CH:11]=1)[O:8][CH:7]([C:13]([F:16])([F:15])[F:14])[C:6]([C:17]([O:19][CH2:20][CH3:21])=[O:18])=[CH:5]2.C([O-])(=O)C.[K+].[B:27]1([B:27]2[O:31][C:30]([CH3:33])([CH3:32])[C:29]([CH3:35])([CH3:34])[O:28]2)[O:31][C:30]([CH3:33])([CH3:32])[C:29]([CH3:35])([CH3:34])[O:28]1.O, predict the reaction product. The product is: [CH3:12][C:10]1[CH:11]=[C:2]([B:27]2[O:31][C:30]([CH3:33])([CH3:32])[C:29]([CH3:35])([CH3:34])[O:28]2)[CH:3]=[C:4]2[C:9]=1[O:8][CH:7]([C:13]([F:16])([F:15])[F:14])[C:6]([C:17]([O:19][CH2:20][CH3:21])=[O:18])=[CH:5]2. (3) Given the reactants [NH2:1][C:2]1[CH:10]=[N:9][CH:8]=[CH:7][C:3]=1[C:4](O)=[O:5].[H-].[H-].[H-].[H-].[Li+].[Al+3], predict the reaction product. The product is: [NH2:1][C:2]1[CH:10]=[N:9][CH:8]=[CH:7][C:3]=1[CH2:4][OH:5].